This data is from Catalyst prediction with 721,799 reactions and 888 catalyst types from USPTO. The task is: Predict which catalyst facilitates the given reaction. (1) Reactant: Cl[C:2]1[C:7]([C:8]#[N:9])=[C:6]([C:10]2[CH:18]=[CH:17][C:13]3[O:14][CH2:15][O:16][C:12]=3[CH:11]=2)[C:5]([C:19]#[N:20])=[C:4]([O:21][CH2:22][C:23]2[CH:28]=[CH:27][CH:26]=[CH:25][CH:24]=2)[N:3]=1.[OH:29][CH2:30][CH2:31][NH2:32].O. Product: [OH:29][CH2:30][CH2:31][NH:32][C:2]1[C:7]([C:8]#[N:9])=[C:6]([C:10]2[CH:18]=[CH:17][C:13]3[O:14][CH2:15][O:16][C:12]=3[CH:11]=2)[C:5]([C:19]#[N:20])=[C:4]([O:21][CH2:22][C:23]2[CH:24]=[CH:25][CH:26]=[CH:27][CH:28]=2)[N:3]=1. The catalyst class is: 1. (2) Reactant: [N+:1]([C:4]1[CH:5]=[C:6](/[CH:10]=[CH:11]/[CH2:12][CH2:13][N:14]2C(=O)C3C(=CC=CC=3)C2=O)[CH:7]=[CH:8][CH:9]=1)([O-:3])=[O:2].NN.O. Product: [N+:1]([C:4]1[CH:5]=[C:6](/[CH:10]=[CH:11]/[CH2:12][CH2:13][NH2:14])[CH:7]=[CH:8][CH:9]=1)([O-:3])=[O:2]. The catalyst class is: 14. (3) Reactant: [Br:1][C:2]1[S:6][C:5]([C:7]([OH:10])([CH3:9])[CH3:8])=[CH:4][CH:3]=1.N1C=CN=C1.[CH3:16][Si:17](Cl)([CH3:19])[CH3:18].C([O-])(O)=O.[Na+]. The catalyst class is: 3. Product: [Br:1][C:2]1[S:6][C:5]([C:7]([O:10][Si:17]([CH3:19])([CH3:18])[CH3:16])([CH3:9])[CH3:8])=[CH:4][CH:3]=1. (4) Reactant: [Br:1][C:2]1[CH:7]=[CH:6][C:5]([C:8]#[C:9][CH2:10][OH:11])=[CH:4][CH:3]=1.C1(C)C=CC=CC=1.[H][H]. Product: [Br:1][C:2]1[CH:3]=[CH:4][C:5]([CH2:8][CH2:9][CH2:10][OH:11])=[CH:6][CH:7]=1. The catalyst class is: 8. (5) Reactant: [S:1]1[CH:5]=[CH:4][C:3]([CH:6]=[O:7])=[CH:2]1.[CH:8]1([Mg]Cl)[CH2:13][CH2:12][CH2:11][CH2:10][CH2:9]1. Product: [CH:8]1([CH:6]([C:3]2[CH:4]=[CH:5][S:1][CH:2]=2)[OH:7])[CH2:13][CH2:12][CH2:11][CH2:10][CH2:9]1. The catalyst class is: 28. (6) Reactant: [NH2:1][C:2]([CH2:7][C:8]1[CH:13]=[CH:12][CH:11]=[CH:10][CH:9]=1)([CH2:5][OH:6])[CH2:3][OH:4].[C:14](O[C:14]([O:16][C:17]([CH3:20])([CH3:19])[CH3:18])=[O:15])([O:16][C:17]([CH3:20])([CH3:19])[CH3:18])=[O:15]. Product: [CH2:7]([C:2]([NH:1][C:14](=[O:15])[O:16][C:17]([CH3:20])([CH3:19])[CH3:18])([CH2:3][OH:4])[CH2:5][OH:6])[C:8]1[CH:13]=[CH:12][CH:11]=[CH:10][CH:9]=1. The catalyst class is: 1.